The task is: Predict which catalyst facilitates the given reaction.. This data is from Catalyst prediction with 721,799 reactions and 888 catalyst types from USPTO. Reactant: [NH:1]1[C:5]2=[N:6][CH:7]=[CH:8][CH:9]=[C:4]2[C:3](/[CH:10]=[C:11]2\[O:12][C:13]3[C:20]([CH2:21][N:22]4[CH2:27][CH2:26][N:25](C(OC(C)(C)C)=O)[CH2:24][CH2:23]4)=[C:19]([O:35][CH3:36])[CH:18]=[CH:17][C:14]=3[C:15]\2=[O:16])=[CH:2]1.FC(F)(F)C(O)=O. Product: [NH:1]1[C:5]2=[N:6][CH:7]=[CH:8][CH:9]=[C:4]2[C:3](/[CH:10]=[C:11]2\[O:12][C:13]3[C:20]([CH2:21][N:22]4[CH2:23][CH2:24][NH:25][CH2:26][CH2:27]4)=[C:19]([O:35][CH3:36])[CH:18]=[CH:17][C:14]=3[C:15]\2=[O:16])=[CH:2]1. The catalyst class is: 2.